Dataset: Full USPTO retrosynthesis dataset with 1.9M reactions from patents (1976-2016). Task: Predict the reactants needed to synthesize the given product. (1) Given the product [CH3:34][O:35][C:36](=[O:57])[C@@H:37]([NH:56][C:23]([NH:20][C:11]1[CH:12]=[C:13]([C:16]([F:17])([F:18])[F:19])[CH:14]=[CH:15][C:10]=1[S:7]([C:2]1[CH:1]=[CH:6][C:5]([CH3:31])=[CH:4][CH:3]=1)(=[O:9])=[O:8])=[O:22])[CH2:38][C:39]1[CH:44]=[CH:43][C:42]([NH:45][C:46](=[O:55])[C:47]2[C:48]([Cl:54])=[CH:49][CH:50]=[CH:51][C:52]=2[Cl:53])=[CH:41][CH:40]=1, predict the reactants needed to synthesize it. The reactants are: [C:1]1(C)[C:2]([S:7]([C:10]2[CH:15]=[CH:14][C:13]([C:16]([F:19])([F:18])[F:17])=[CH:12][C:11]=2[NH2:20])(=[O:9])=[O:8])=[CH:3][CH:4]=[CH:5][CH:6]=1.[O:22]=[C:23](Cl)OC(Cl)(Cl)Cl.[N-]=[C:31]=O.Cl.[CH3:34][O:35][C:36](=[O:57])[C@@H:37]([NH2:56])[CH2:38][C:39]1[CH:44]=[CH:43][C:42]([NH:45][C:46](=[O:55])[C:47]2[C:52]([Cl:53])=[CH:51][CH:50]=[CH:49][C:48]=2[Cl:54])=[CH:41][CH:40]=1.C(N(CC)CC)C. (2) Given the product [Br:1][C:2]1[CH:3]=[C:4]([C:9](=[CH2:13])[CH2:10][CH2:11][O:12][Si:23]([C:19]([CH3:22])([CH3:21])[CH3:20])([CH3:25])[CH3:24])[CH:5]=[CH:6][C:7]=1[F:8], predict the reactants needed to synthesize it. The reactants are: [Br:1][C:2]1[CH:3]=[C:4]([C:9](=[CH2:13])[CH2:10][CH2:11][OH:12])[CH:5]=[CH:6][C:7]=1[F:8].N1C=CN=C1.[C:19]([Si:23](Cl)([CH3:25])[CH3:24])([CH3:22])([CH3:21])[CH3:20].O. (3) Given the product [C:1]([Si:5]([CH3:18])([CH3:17])[O:6][C@@H:7]1[CH2:15][C:14]2[C:9](=[CH:10][CH:11]=[CH:12][CH:13]=2)[C@H:8]1[NH:16][S:27]([CH3:26])(=[O:29])=[O:28])([CH3:4])([CH3:3])[CH3:2], predict the reactants needed to synthesize it. The reactants are: [C:1]([Si:5]([CH3:18])([CH3:17])[O:6][C@@H:7]1[CH2:15][C:14]2[C:9](=[CH:10][CH:11]=[CH:12][CH:13]=2)[C@H:8]1[NH2:16])([CH3:4])([CH3:3])[CH3:2].C(N(CC)CC)C.[CH3:26][S:27](Cl)(=[O:29])=[O:28].